From a dataset of hERG potassium channel inhibition data for cardiac toxicity prediction from Karim et al.. Regression/Classification. Given a drug SMILES string, predict its toxicity properties. Task type varies by dataset: regression for continuous values (e.g., LD50, hERG inhibition percentage) or binary classification for toxic/non-toxic outcomes (e.g., AMES mutagenicity, cardiotoxicity, hepatotoxicity). Dataset: herg_karim. The compound is COc1ccc(C(C)NC(=O)C2(N)CCCN(c3ncnc4[nH]ccc34)C2)cc1OC. The result is 0 (non-blocker).